From a dataset of Full USPTO retrosynthesis dataset with 1.9M reactions from patents (1976-2016). Predict the reactants needed to synthesize the given product. (1) Given the product [NH2:1][C:2]1[N:11]=[C:10]([C:12]([N:14]2[CH2:22][C:21]3[C:16](=[CH:17][CH:18]=[CH:19][CH:20]=3)[CH2:15]2)=[O:13])[C:9]2[C:4](=[CH:5][CH:6]=[C:7]([C:23]([CH2:29][CH2:30][CH:31]([F:33])[F:32])([CH2:34][CH2:35][CH:36]([F:37])[F:38])[C:24]([OH:26])=[O:25])[CH:8]=2)[N:3]=1, predict the reactants needed to synthesize it. The reactants are: [NH2:1][C:2]1[N:11]=[C:10]([C:12]([N:14]2[CH2:22][C:21]3[C:16](=[CH:17][CH:18]=[CH:19][CH:20]=3)[CH2:15]2)=[O:13])[C:9]2[C:4](=[CH:5][CH:6]=[C:7]([C:23]([CH2:34][CH2:35][CH:36]([F:38])[F:37])([CH2:29][CH2:30][CH:31]([F:33])[F:32])[C:24]([O:26]CC)=[O:25])[CH:8]=2)[N:3]=1.[OH-].[Na+]. (2) Given the product [CH2:1]([N:3]1[C:9](=[O:10])[C:8]([CH3:12])([CH3:11])[C:7](=[O:13])[N:6]([CH3:14])[C:5]2[CH:15]=[C:16]([O:19][CH2:20][CH2:21][CH2:22][NH:24][CH2:25][CH2:26][C:27]3[CH:28]=[N:29][CH:30]=[CH:31][CH:32]=3)[CH:17]=[CH:18][C:4]1=2)[CH3:2], predict the reactants needed to synthesize it. The reactants are: [CH2:1]([N:3]1[C:9](=[O:10])[C:8]([CH3:12])([CH3:11])[C:7](=[O:13])[N:6]([CH3:14])[C:5]2[CH:15]=[C:16]([O:19][CH2:20][CH2:21][CH2:22]I)[CH:17]=[CH:18][C:4]1=2)[CH3:2].[NH2:24][CH2:25][CH2:26][C:27]1[CH:28]=[N:29][CH:30]=[CH:31][CH:32]=1. (3) Given the product [Cl:1][C:2]1[CH:3]=[CH:4][CH:5]=[C:6]2[C:11]=1[N:10]=[C:9]([C:12]1[C:13]([CH2:34][CH3:35])=[N:14][CH:15]=[C:16]([F:18])[CH:17]=1)[C:8]([C@@H:20]([N:22]1[C:23](=[O:32])[C:24]3[C:29](=[CH:28][CH:27]=[CH:26][CH:25]=3)[C:30]1=[O:31])[CH3:21])=[CH:7]2, predict the reactants needed to synthesize it. The reactants are: [Cl:1][C:2]1[CH:3]=[CH:4][CH:5]=[C:6]2[C:11]=1[N:10]=[C:9]([C:12]1[C:13](Cl)=[N:14][CH:15]=[C:16]([F:18])[CH:17]=1)[C:8]([C@@H:20]([N:22]1[C:30](=[O:31])[C:29]3[C:24](=[CH:25][CH:26]=[CH:27][CH:28]=3)[C:23]1=[O:32])[CH3:21])=[CH:7]2.O1CCO[CH2:35][CH2:34]1.C([Al](CC)CC)C.Cl. (4) Given the product [I:11][C:3]1[CH:4]=[CH:5][C:6]([S:7]([N:14]([CH3:15])[CH3:13])(=[O:9])=[O:8])=[CH:1][CH:2]=1, predict the reactants needed to synthesize it. The reactants are: [CH:1]1[C:6]([S:7](Cl)(=[O:9])=[O:8])=[CH:5][CH:4]=[C:3]([I:11])[CH:2]=1.Cl.[CH3:13][NH:14][CH3:15]. (5) Given the product [N:34]([CH2:6][CH:7]1[CH2:8][CH:9]([N:11]([CH2:13][C@@H:14]2[C@H:21]3[O:20][C:19]([CH3:22])([CH3:23])[O:18][C@H:17]3[C@H:16]([N:24]3[CH:32]=[N:31][C:30]4[C:25]3=[N:26][CH:27]=[N:28][C:29]=4[NH2:33])[O:15]2)[CH3:12])[CH2:10]1)=[N+:35]=[N-:36], predict the reactants needed to synthesize it. The reactants are: CS(O[CH2:6][CH:7]1[CH2:10][CH:9]([N:11]([CH2:13][C@@H:14]2[C@@H:21]3[C@@H:17]([O:18][C:19]([CH3:23])([CH3:22])[O:20]3)[C@H:16]([N:24]3[CH:32]=[N:31][C:30]4[C:25]3=[N:26][CH:27]=[N:28][C:29]=4[NH2:33])[O:15]2)[CH3:12])[CH2:8]1)(=O)=O.[N-:34]=[N+:35]=[N-:36].[Na+].O. (6) Given the product [O:21]1[C:25]2[CH:26]=[CH:27][C:28]([C:30]3[C:38]4[C:33](=[CH:34][C:35]([F:39])=[CH:36][CH:37]=4)[NH:32][CH:31]=3)=[CH:29][C:24]=2[CH:23]=[CH:22]1, predict the reactants needed to synthesize it. The reactants are: FC1C=C2C(C(I)=CN2S(C2C=CC=CC=2)(=O)=O)=CC=1.[O:21]1[C:25]2[CH:26]=[CH:27][C:28]([C:30]3[C:38]4[C:33](=[CH:34][C:35]([F:39])=[CH:36][CH:37]=4)[N:32](S(C4C=CC=CC=4)(=O)=O)[CH:31]=3)=[CH:29][C:24]=2[CH:23]=[CH:22]1.